Task: Regression. Given two drug SMILES strings and cell line genomic features, predict the synergy score measuring deviation from expected non-interaction effect.. Dataset: NCI-60 drug combinations with 297,098 pairs across 59 cell lines (1) Drug 1: CC1C(C(=O)NC(C(=O)N2CCCC2C(=O)N(CC(=O)N(C(C(=O)O1)C(C)C)C)C)C(C)C)NC(=O)C3=C4C(=C(C=C3)C)OC5=C(C(=O)C(=C(C5=N4)C(=O)NC6C(OC(=O)C(N(C(=O)CN(C(=O)C7CCCN7C(=O)C(NC6=O)C(C)C)C)C)C(C)C)C)N)C. Drug 2: C(=O)(N)NO. Cell line: MCF7. Synergy scores: CSS=4.97, Synergy_ZIP=2.18, Synergy_Bliss=4.60, Synergy_Loewe=-1.54, Synergy_HSA=-1.53. (2) Drug 1: C1=CN(C(=O)N=C1N)C2C(C(C(O2)CO)O)O.Cl. Drug 2: CN1C(=O)N2C=NC(=C2N=N1)C(=O)N. Cell line: SF-268. Synergy scores: CSS=28.3, Synergy_ZIP=5.18, Synergy_Bliss=5.20, Synergy_Loewe=-14.3, Synergy_HSA=6.00. (3) Drug 1: C1=NNC2=C1C(=O)NC=N2. Drug 2: CCC1(C2=C(COC1=O)C(=O)N3CC4=CC5=C(C=CC(=C5CN(C)C)O)N=C4C3=C2)O.Cl. Cell line: RXF 393. Synergy scores: CSS=18.0, Synergy_ZIP=-4.25, Synergy_Bliss=0.398, Synergy_Loewe=-60.7, Synergy_HSA=-1.32. (4) Drug 1: CCCCC(=O)OCC(=O)C1(CC(C2=C(C1)C(=C3C(=C2O)C(=O)C4=C(C3=O)C=CC=C4OC)O)OC5CC(C(C(O5)C)O)NC(=O)C(F)(F)F)O. Drug 2: C1CCC(C(C1)N)N.C(=O)(C(=O)[O-])[O-].[Pt+4]. Cell line: SN12C. Synergy scores: CSS=56.4, Synergy_ZIP=-5.31, Synergy_Bliss=-5.81, Synergy_Loewe=-5.33, Synergy_HSA=-1.97. (5) Drug 1: C1=CC(=CC=C1CCCC(=O)O)N(CCCl)CCCl. Drug 2: CCC1(C2=C(COC1=O)C(=O)N3CC4=CC5=C(C=CC(=C5CN(C)C)O)N=C4C3=C2)O.Cl. Cell line: COLO 205. Synergy scores: CSS=37.9, Synergy_ZIP=-17.2, Synergy_Bliss=-10.2, Synergy_Loewe=-8.60, Synergy_HSA=-6.30. (6) Drug 1: CC(C)NC(=O)C1=CC=C(C=C1)CNNC.Cl. Drug 2: C1CNP(=O)(OC1)N(CCCl)CCCl. Cell line: SK-MEL-28. Synergy scores: CSS=-0.878, Synergy_ZIP=2.21, Synergy_Bliss=1.69, Synergy_Loewe=-3.23, Synergy_HSA=-3.58. (7) Cell line: TK-10. Synergy scores: CSS=23.3, Synergy_ZIP=1.79, Synergy_Bliss=-0.663, Synergy_Loewe=-14.9, Synergy_HSA=-3.85. Drug 2: CC1CCCC2(C(O2)CC(NC(=O)CC(C(C(=O)C(C1O)C)(C)C)O)C(=CC3=CSC(=N3)C)C)C. Drug 1: CC(C)(C#N)C1=CC(=CC(=C1)CN2C=NC=N2)C(C)(C)C#N.